From a dataset of Forward reaction prediction with 1.9M reactions from USPTO patents (1976-2016). Predict the product of the given reaction. (1) The product is: [Cl:1][C:2]1[CH:3]=[CH:4][C:5]([S:8]([C:11]23[CH2:26][CH2:25][C:24](=[O:27])[CH:23]([F:29])[CH:12]2[CH2:13][O:14][C:15]2[C:20]3=[C:19]([F:21])[CH:18]=[CH:17][C:16]=2[F:22])(=[O:10])=[O:9])=[CH:6][CH:7]=1. Given the reactants [Cl:1][C:2]1[CH:7]=[CH:6][C:5]([S:8]([C@@:11]23[CH2:26][CH2:25][C:24](=[O:27])[CH2:23][C@H:12]2[CH2:13][O:14][C:15]2[C:20]3=[C:19]([F:21])[CH:18]=[CH:17][C:16]=2[F:22])(=[O:10])=[O:9])=[CH:4][CH:3]=1.[B-](F)(F)(F)[F:29].[B-](F)(F)(F)F.C1[N+]2(CCl)CC[N+](F)(CC2)C1.O, predict the reaction product. (2) The product is: [CH2:1]([N:8]1[CH2:17][C:16]([CH3:19])([CH3:18])[NH:15][CH2:14][C:9]1([CH3:13])[CH3:10])[C:2]1[CH:3]=[CH:4][CH:5]=[CH:6][CH:7]=1. Given the reactants [CH2:1]([N:8]1[CH2:17][C:16]([CH3:19])([CH3:18])[NH:15][CH2:14][C:9]21[CH2:13]CC[CH2:10]2)[C:2]1[CH:7]=[CH:6][CH:5]=[CH:4][CH:3]=1.CC(N)(C)CN.CC(C)(O)C#N, predict the reaction product. (3) Given the reactants [CH2:1]([O:3][C:4](=[O:39])[CH:5]([C:7]1[CH:8]=[C:9]([C:15]2[CH:20]=[CH:19][C:18]([C:21]([F:24])([F:23])[F:22])=[CH:17][C:16]=2[CH2:25][N:26](C(OCC2C=CC=CC=2)=O)[CH2:27][CH3:28])[C:10]([O:13][CH3:14])=[CH:11][CH:12]=1)[CH3:6])[CH3:2], predict the reaction product. The product is: [CH2:1]([O:3][C:4](=[O:39])[CH:5]([C:7]1[CH:8]=[C:9]([C:15]2[CH:20]=[CH:19][C:18]([C:21]([F:24])([F:23])[F:22])=[CH:17][C:16]=2[CH2:25][NH:26][CH2:27][CH3:28])[C:10]([O:13][CH3:14])=[CH:11][CH:12]=1)[CH3:6])[CH3:2]. (4) The product is: [C:1]([O:5][C:6]([N:8]1[C:16]2[C:11](=[CH:12][CH:13]=[CH:14][CH:15]=2)[CH:10]([NH:17][C:24]([C:22]2[S:23][C:19]([Cl:18])=[CH:20][CH:21]=2)=[O:25])[CH2:9]1)=[O:7])([CH3:4])([CH3:2])[CH3:3]. Given the reactants [C:1]([O:5][C:6]([N:8]1[C:16]2[C:11](=[CH:12][CH:13]=[CH:14][CH:15]=2)[CH:10]([NH2:17])[CH2:9]1)=[O:7])([CH3:4])([CH3:3])[CH3:2].[Cl:18][C:19]1[S:23][C:22]([C:24](O)=[O:25])=[CH:21][CH:20]=1.CCN(C(C)C)C(C)C.C1N(P(Cl)(N2C(=O)OCC2)=O)C(=O)OC1, predict the reaction product.